This data is from CYP2C9 inhibition data for predicting drug metabolism from PubChem BioAssay. The task is: Regression/Classification. Given a drug SMILES string, predict its absorption, distribution, metabolism, or excretion properties. Task type varies by dataset: regression for continuous measurements (e.g., permeability, clearance, half-life) or binary classification for categorical outcomes (e.g., BBB penetration, CYP inhibition). Dataset: cyp2c9_veith. (1) The compound is C/C(=N\N1CCN(C2c3ccccc3-c3ccccc32)CC1)c1cccnc1. The result is 1 (inhibitor). (2) The compound is NC(=NCc1ccc(Cl)cc1)SCCCc1cnc[nH]1. The result is 1 (inhibitor). (3) The drug is Cc1ccc(S(=O)(=O)NCc2ccccc2)cc1. The result is 0 (non-inhibitor). (4) The compound is COc1ccc(-c2nc3cnc(N4CCNCC4)nc3n(Cc3cccc(OC)c3)c2=O)cc1. The result is 1 (inhibitor). (5) The molecule is Cc1cc(N2CCN(C)CC2)nc2ccc(NC(=O)CCC(=O)NCc3ccco3)cc12. The result is 0 (non-inhibitor). (6) The compound is Cc1c(NCc2cc(Cl)ccc2O)c(=O)n(-c2ccccc2)n1C. The result is 1 (inhibitor). (7) The drug is O=C(O)c1ccc(C(=O)Nc2cccc3ccccc23)c(C(=O)O)c1. The result is 0 (non-inhibitor).